From a dataset of Catalyst prediction with 721,799 reactions and 888 catalyst types from USPTO. Predict which catalyst facilitates the given reaction. (1) Reactant: C[Si](C)(C)[N-][Si](C)(C)C.[Li+].[F:11][CH:12]([C:25]1[CH:29]=[C:28]([CH3:30])[N:27]([CH:31]2[CH2:36][CH2:35][CH2:34][CH2:33][O:32]2)[N:26]=1)S(C1SC2C=CC=CC=2N=1)(=O)=O.[Br:37][CH2:38][C:39]1[CH:46]=[CH:45][C:42]([CH:43]=O)=[CH:41][CH:40]=1.[Cl-].[NH4+]. Product: [Br:37][CH2:38][C:39]1[CH:46]=[CH:45][C:42](/[CH:43]=[C:12](/[C:25]2[CH:29]=[C:28]([CH3:30])[N:27]([CH:31]3[CH2:36][CH2:35][CH2:34][CH2:33][O:32]3)[N:26]=2)\[F:11])=[CH:41][CH:40]=1. The catalyst class is: 56. (2) Reactant: Br[CH:2]1[CH2:7][CH2:6][CH2:5][CH:4]=[CH:3]1.[C:8]1(=[O:18])[NH:12][C:11](=[O:13])[C:10]2=[CH:14][CH:15]=[CH:16][CH:17]=[C:9]12.[K]. Product: [CH:2]1([N:12]2[C:8](=[O:18])[C:9]3[C:10](=[CH:14][CH:15]=[CH:16][CH:17]=3)[C:11]2=[O:13])[CH2:7][CH2:6][CH2:5][CH:4]=[CH:3]1. The catalyst class is: 18. (3) Reactant: [NH2:1][CH2:2][CH2:3][NH:4][C@H:5]1[CH2:10][CH2:9][C@H:8]([CH2:11][C:12]([NH:14][C@H:15]2[CH2:20][C:19]3[CH:21]=[CH:22][CH:23]=[C:24]([C:25]([OH:27])=[O:26])[C:18]=3[O:17][B:16]2[OH:28])=[O:13])[CH2:7][CH2:6]1.C(O)(=O)C.O=[CH:34][C@@H:35]([NH:37][C:38](=[O:44])[O:39][C:40]([CH3:43])([CH3:42])[CH3:41])[CH3:36].C(O[BH-](OC(=O)C)OC(=O)C)(=O)C.[Na+]. Product: [C:40]([O:39][C:38]([NH:37][C@@H:35]([CH3:36])[CH2:34][NH:1][CH2:2][CH2:3][NH:4][C@H:5]1[CH2:10][CH2:9][C@H:8]([CH2:11][C:12]([NH:14][C@H:15]2[CH2:20][C:19]3[CH:21]=[CH:22][CH:23]=[C:24]([C:25]([OH:27])=[O:26])[C:18]=3[O:17][B:16]2[OH:28])=[O:13])[CH2:7][CH2:6]1)=[O:44])([CH3:43])([CH3:42])[CH3:41]. The catalyst class is: 5. (4) Reactant: [OH:1][C:2]1[CH:7]=[CH:6][C:5]([CH2:8][NH:9][C:10](=[O:18])[C:11]2[CH:16]=[CH:15][CH:14]=[N:13][C:12]=2[NH2:17])=[CH:4][CH:3]=1.Br[CH2:20][CH2:21][CH2:22][CH2:23][CH2:24][O:25][CH3:26].C(=O)([O-])[O-].[Cs+].[Cs+].CN(C=O)C. Product: [CH3:26][O:25][CH2:24][CH2:23][CH2:22][CH2:21][CH2:20][O:1][C:2]1[CH:3]=[CH:4][C:5]([CH2:8][NH:9][C:10](=[O:18])[C:11]2[CH:16]=[CH:15][CH:14]=[N:13][C:12]=2[NH2:17])=[CH:6][CH:7]=1. The catalyst class is: 6. (5) Reactant: Br[CH2:2][CH2:3][CH2:4][N:5]1[C:9](=[O:10])[C:8]2=[CH:11][CH:12]=[CH:13][CH:14]=[C:7]2[C:6]1=[O:15].[NH:16]1[CH2:21][CH2:20][S:19][CH2:18][CH2:17]1. Product: [N:16]1([CH2:2][CH2:3][CH2:4][N:5]2[C:9](=[O:10])[C:8]3[C:7](=[CH:14][CH:13]=[CH:12][CH:11]=3)[C:6]2=[O:15])[CH2:21][CH2:20][S:19][CH2:18][CH2:17]1. The catalyst class is: 11. (6) Reactant: [BH4-].[Na+].[CH2:3]([O:10][C:11]1[CH:12]=[C:13]([CH:19]([CH2:25][N+:26]([O-])=O)[CH2:20][C:21](OC)=[O:22])[CH:14]=[CH:15][C:16]=1[O:17][CH3:18])[C:4]1[CH:9]=[CH:8][CH:7]=[CH:6][CH:5]=1. Product: [CH2:3]([O:10][C:11]1[CH:12]=[C:13]([CH:19]2[CH2:25][NH:26][C:21](=[O:22])[CH2:20]2)[CH:14]=[CH:15][C:16]=1[O:17][CH3:18])[C:4]1[CH:9]=[CH:8][CH:7]=[CH:6][CH:5]=1. The catalyst class is: 5. (7) Reactant: Cl[C:2]1[N:7]=[C:6]([NH:8][C:9]2[CH:10]=[CH:11][C:12]3[O:16][C:15](=[O:17])[NH:14][C:13]=3[CH:18]=2)[C:5]([CH3:19])=[CH:4][N:3]=1.[CH3:20][N:21]1[CH2:26][CH2:25][N:24]([C:27]2[N:32]=[CH:31][C:30]([NH2:33])=[CH:29][CH:28]=2)[CH2:23][CH2:22]1.C(O)(C(F)(F)F)=O. The catalyst class is: 259. Product: [O:16]1[C:12]2[CH:11]=[CH:10][C:9]([NH:8][C:6]3[C:5]([CH3:19])=[CH:4][N:3]=[C:2]([NH:33][C:30]4[CH:29]=[CH:28][C:27]([N:24]5[CH2:25][CH2:26][N:21]([CH3:20])[CH2:22][CH2:23]5)=[N:32][CH:31]=4)[N:7]=3)=[CH:18][C:13]=2[NH:14][C:15]1=[O:17]. (8) Reactant: C([Li])[CH2:2][CH2:3][CH3:4].Br[C:7]1[CH:20]=[CH:19][C:10]2[O:11][C:12]([F:18])([F:17])[C:13]([F:16])([F:15])[O:14][C:9]=2[C:8]=1[CH3:21].[CH2:22]([O:24]CC)C.Cl. Product: [F:17][C:12]1([F:18])[O:11][C:10]2[CH:19]=[CH:20][C:7]([CH:22]([OH:24])[CH:3]([CH3:2])[CH3:4])=[C:8]([CH3:21])[C:9]=2[O:14][C:13]1([F:16])[F:15]. The catalyst class is: 6.